This data is from Full USPTO retrosynthesis dataset with 1.9M reactions from patents (1976-2016). The task is: Predict the reactants needed to synthesize the given product. (1) Given the product [CH3:2][O:3][C:4](=[O:11])[C@@H:5]([NH:6][C:23](=[O:24])[CH:21]([CH3:22])[NH:20][C:15]1[CH:16]=[C:17]([F:19])[CH:18]=[C:13]([F:12])[CH:14]=1)[CH2:7][CH2:8][CH2:9][CH3:10], predict the reactants needed to synthesize it. The reactants are: Cl.[CH3:2][O:3][C:4](=[O:11])[C@H:5]([CH2:7][CH2:8][CH2:9][CH3:10])[NH2:6].[F:12][C:13]1[CH:14]=[C:15]([NH:20][CH:21]([C:23](O)=[O:24])[CH3:22])[CH:16]=[C:17]([F:19])[CH:18]=1. (2) Given the product [CH3:8][C:9]1[C:15]([CH3:16])=[CH:14][CH:13]=[CH:12][C:10]=1[S:18][CH3:17], predict the reactants needed to synthesize it. The reactants are: N(OC(C)(C)C)=O.[CH3:8][C:9]1[C:15]([CH3:16])=[CH:14][CH:13]=[CH:12][C:10]=1N.[CH3:17][S:18]SC. (3) Given the product [Cl:24][C:25]1[CH:30]=[CH:29][C:28]([CH2:31][C:32]([NH:1][C:2]2[CH:11]=[CH:10][CH:9]=[C:8]3[C:3]=2[CH:4]=[CH:5][N:6]([CH2:13][CH2:14][S:15]([CH3:18])(=[O:17])=[O:16])[C:7]3=[O:12])=[O:33])=[CH:27][C:26]=1[C:35]([F:36])([F:37])[F:38], predict the reactants needed to synthesize it. The reactants are: [NH2:1][C:2]1[CH:11]=[CH:10][CH:9]=[C:8]2[C:3]=1[CH:4]=[CH:5][N:6]([CH2:13][CH2:14][S:15]([CH3:18])(=[O:17])=[O:16])[C:7]2=[O:12].CN(C)C=O.[Cl:24][C:25]1[CH:30]=[CH:29][C:28]([CH2:31][C:32](O)=[O:33])=[CH:27][C:26]=1[C:35]([F:38])([F:37])[F:36].F[P-](F)(F)(F)(F)F.C[N+](C)=C(N(C)C)ON1C2N=CC=CC=2N=N1.C(N(CC)C(C)C)(C)C. (4) Given the product [CH3:10][C:7]1([CH3:11])[C:6]2[CH:12]=[CH:2][CH:3]=[CH:4][C:5]=2[O:9][CH2:8]1, predict the reactants needed to synthesize it. The reactants are: Br[C:2]1[CH:3]=[CH:4][C:5]2[O:9][CH2:8][C:7]([CH3:11])([CH3:10])[C:6]=2[CH:12]=1.C([Li])CCC.CCCCCC.O. (5) Given the product [NH:7]1[C:8]2[C:13](=[CH:12][CH:11]=[CH:10][CH:9]=2)[C:5]([C:3](=[O:4])[CH:2]([NH:20][C:21]2[CH:22]=[C:23]([CH:27]=[CH:28][CH:29]=2)[C:24]([NH2:26])=[O:25])[C:14]2[CH:19]=[CH:18][CH:17]=[CH:16][CH:15]=2)=[CH:6]1, predict the reactants needed to synthesize it. The reactants are: Cl[CH:2]([C:14]1[CH:19]=[CH:18][CH:17]=[CH:16][CH:15]=1)[C:3]([C:5]1[C:13]2[C:8](=[CH:9][CH:10]=[CH:11][CH:12]=2)[NH:7][CH:6]=1)=[O:4].[NH2:20][C:21]1[CH:22]=[C:23]([CH:27]=[CH:28][CH:29]=1)[C:24]([NH2:26])=[O:25].CCN(C(C)C)C(C)C. (6) Given the product [CH:18]1([CH2:17][O:16][C:13]2[C:12]([C:21]3[CH:26]=[CH:25][CH:24]=[C:23]([F:27])[CH:22]=3)=[CH:11][C:10]([CH:5]([CH2:6][CH:7]([CH3:9])[CH3:8])[C:4]([OH:28])=[O:3])=[CH:15][CH:14]=2)[CH2:19][CH2:20]1, predict the reactants needed to synthesize it. The reactants are: C([O:3][C:4](=[O:28])[CH:5]([C:10]1[CH:11]=[C:12]([C:21]2[CH:26]=[CH:25][CH:24]=[C:23]([F:27])[CH:22]=2)[C:13]([O:16][CH2:17][CH:18]2[CH2:20][CH2:19]2)=[CH:14][CH:15]=1)[CH2:6][CH:7]([CH3:9])[CH3:8])C.O.[OH-].[Li+]. (7) Given the product [N+:2]([C:5]1[CH:6]=[CH:7][C:8]([CH2:9][CH2:10][NH:11][C:26](=[O:27])[O:25][C:21]([CH3:24])([CH3:23])[CH3:22])=[CH:12][CH:13]=1)([O-:4])=[O:3], predict the reactants needed to synthesize it. The reactants are: Cl.[N+:2]([C:5]1[CH:13]=[CH:12][C:8]([CH2:9][CH2:10][NH2:11])=[CH:7][CH:6]=1)([O-:4])=[O:3].C(N(CC)CC)C.[C:21]([O:25][C:26](O[C:26]([O:25][C:21]([CH3:24])([CH3:23])[CH3:22])=[O:27])=[O:27])([CH3:24])([CH3:23])[CH3:22]. (8) Given the product [C:1]1([NH:11][C:12](=[S:15])[NH:13][N:14]=[CH:19][C:18]2[C:17]([OH:16])=[CH:24][C:23]([OH:25])=[CH:22][C:21]=2[OH:26])[C:10]2[C:5](=[CH:6][CH:7]=[CH:8][CH:9]=2)[CH:4]=[CH:3][CH:2]=1, predict the reactants needed to synthesize it. The reactants are: [C:1]1([NH:11][C:12](=[S:15])[NH:13][NH2:14])[C:10]2[C:5](=[CH:6][CH:7]=[CH:8][CH:9]=2)[CH:4]=[CH:3][CH:2]=1.[OH:16][C:17]1[CH:24]=[C:23]([OH:25])[CH:22]=[C:21]([OH:26])[C:18]=1[CH:19]=O. (9) Given the product [CH3:38][O:37][C:35]([C:34]1[CH:33]=[CH:32][C:31]([C:2]2[CH:7]=[CH:6][C:5]([CH:8]([CH3:26])[C:9]([OH:14])([C:15]3[CH:16]=[CH:17][C:18](=[O:25])[N:19]4[C:24]=3[CH:23]=[CH:22][CH:21]=[CH:20]4)[C:10]([F:11])([F:13])[F:12])=[C:4]([Cl:27])[CH:3]=2)=[CH:30][C:29]=1[F:28])=[O:36], predict the reactants needed to synthesize it. The reactants are: Br[C:2]1[CH:7]=[CH:6][C:5]([CH:8]([CH3:26])[C:9]([C:15]2[CH:16]=[CH:17][C:18](=[O:25])[N:19]3[C:24]=2[CH:23]=[CH:22][CH:21]=[CH:20]3)([OH:14])[C:10]([F:13])([F:12])[F:11])=[C:4]([Cl:27])[CH:3]=1.[F:28][C:29]1[CH:30]=[C:31](B(O)O)[CH:32]=[CH:33][C:34]=1[C:35]([O:37][CH3:38])=[O:36]. (10) Given the product [S:47]1[CH:51]=[CH:50][C:49](/[CH:52]=[CH:14]\[CH2:13][CH2:12][CH2:11][CH2:10][CH2:9][O:8][C:7]2[CH:6]=[C:5]([C:3]([NH2:2])=[O:4])[CH:36]=[CH:35][CH:34]=2)=[CH:48]1, predict the reactants needed to synthesize it. The reactants are: [Br-].[NH2:2][C:3]([C:5]1[CH:6]=[C:7]([CH:34]=[CH:35][CH:36]=1)[O:8][CH2:9][CH2:10][CH2:11][CH2:12][CH2:13][CH2:14][P+](C1C=CC=CC=1)(C1C=CC=CC=1)C1C=CC=CC=1)=[O:4].C[Si]([N-][Si](C)(C)C)(C)C.[K+].[S:47]1[CH:51]=[CH:50][C:49]([CH:52]=O)=[CH:48]1.